From a dataset of Catalyst prediction with 721,799 reactions and 888 catalyst types from USPTO. Predict which catalyst facilitates the given reaction. Reactant: [NH2:1][C:2]1[N:7]=[C:6]([N:8]([CH3:15])[C:9]2[CH:14]=[CH:13][CH:12]=[CH:11][CH:10]=2)[N:5]=[C:4]([C:16]2[N:20]=[C:19]([C:21]3[CH:22]=[CH:23][C:24]([C:27](O)=[O:28])=[N:25][CH:26]=3)[O:18][N:17]=2)[N:3]=1.C(Cl)(=O)C(Cl)=O.C[N:37](C=O)C. Product: [NH2:1][C:2]1[N:7]=[C:6]([N:8]([CH3:15])[C:9]2[CH:14]=[CH:13][CH:12]=[CH:11][CH:10]=2)[N:5]=[C:4]([C:16]2[N:20]=[C:19]([C:21]3[CH:22]=[CH:23][C:24]([C:27]([NH2:37])=[O:28])=[N:25][CH:26]=3)[O:18][N:17]=2)[N:3]=1. The catalyst class is: 525.